The task is: Predict the product of the given reaction.. This data is from Forward reaction prediction with 1.9M reactions from USPTO patents (1976-2016). (1) Given the reactants [Cl:1][C:2]1[CH:7]=[CH:6][C:5]([NH:8][S:9]([C:12]([F:15])([F:14])[F:13])(=[O:11])=[O:10])=[C:4]([C:16](=O)[CH2:17][CH3:18])[CH:3]=1.Cl.[F:21][C:22]1[CH:27]=[CH:26][C:25]([O:28][NH2:29])=[CH:24][CH:23]=1.CC([O-])=O.[Na+], predict the reaction product. The product is: [Cl:1][C:2]1[CH:7]=[CH:6][C:5]([NH:8][S:9]([C:12]([F:15])([F:14])[F:13])(=[O:11])=[O:10])=[C:4]([C:16](=[N:29][O:28][C:25]2[CH:26]=[CH:27][C:22]([F:21])=[CH:23][CH:24]=2)[CH2:17][CH3:18])[CH:3]=1. (2) Given the reactants [F:1][C:2]1[CH:7]=[CH:6][C:5]([N:8]([CH2:19][CH:20]([CH3:22])[CH3:21])[S:9]([C:12]2[CH:13]=[N:14][C:15](Cl)=[CH:16][CH:17]=2)(=[O:11])=[O:10])=[CH:4][CH:3]=1.[NH2:23][CH:24]1[CH2:29][CH2:28][N:27]([C:30]([O:32][C:33]([CH3:36])([CH3:35])[CH3:34])=[O:31])[CH2:26][CH2:25]1.CCN(C(C)C)C(C)C.C([O-])(O)=O.[Na+], predict the reaction product. The product is: [C:33]([O:32][C:30]([N:27]1[CH2:28][CH2:29][CH:24]([NH:23][C:15]2[CH:16]=[CH:17][C:12]([S:9](=[O:11])(=[O:10])[N:8]([C:5]3[CH:6]=[CH:7][C:2]([F:1])=[CH:3][CH:4]=3)[CH2:19][CH:20]([CH3:22])[CH3:21])=[CH:13][N:14]=2)[CH2:25][CH2:26]1)=[O:31])([CH3:36])([CH3:34])[CH3:35]. (3) Given the reactants C([N:8]1[CH2:13][CH2:12][CH2:11][CH:10]([NH:14][C:15]2[CH:16]=[C:17]([N:26](CC3C=CC(OC)=CC=3)[C:27]3[CH:32]=[CH:31][CH:30]=[CH:29][CH:28]=3)[C:18]3[N:19]([C:21]([C:24]#[N:25])=[CH:22][N:23]=3)[N:20]=2)[CH2:9]1)C1C=CC=CC=1.ClC(OC(Cl)C)=O.C(O)(C(F)(F)F)=O, predict the reaction product. The product is: [NH:26]([C:17]1[C:18]2[N:19]([C:21]([C:24]#[N:25])=[CH:22][N:23]=2)[N:20]=[C:15]([NH:14][C@H:10]2[CH2:11][CH2:12][CH2:13][NH:8][CH2:9]2)[CH:16]=1)[C:27]1[CH:32]=[CH:31][CH:30]=[CH:29][CH:28]=1. (4) Given the reactants [OH:1][CH2:2][C:3]1[N:4]=[C:5]([C:8]2[N:12]=[C:11]([C:13]([OH:16])([CH3:15])[CH3:14])[O:10][N:9]=2)[S:6][CH:7]=1.Br[C:18]1[CH:23]=[CH:22][C:21]([S:24]([NH:27][C@@H:28]([CH3:33])[C:29]([F:32])([F:31])[F:30])(=[O:26])=[O:25])=[C:20]([Cl:34])[C:19]=1[Cl:35].C([O-])([O-])=O.[K+].[K+].P(C1CCCCC1)(C1CCCCC1)C1CCCCC1.[H+].[B-](F)(F)(F)F.C(O)(C(C)(C)C)=O, predict the reaction product. The product is: [Cl:34][C:20]1[C:19]([Cl:35])=[C:18]([C:7]2[S:6][C:5]([C:8]3[N:12]=[C:11]([C:13]([OH:16])([CH3:14])[CH3:15])[O:10][N:9]=3)=[N:4][C:3]=2[CH2:2][OH:1])[CH:23]=[CH:22][C:21]=1[S:24]([NH:27][C@@H:28]([CH3:33])[C:29]([F:32])([F:30])[F:31])(=[O:26])=[O:25].